Dataset: Forward reaction prediction with 1.9M reactions from USPTO patents (1976-2016). Task: Predict the product of the given reaction. (1) Given the reactants C(=O)([O-])[O-].[Na+].[Na+].[Br:7][C:8]1[CH:9]=[N:10][CH:11]=[C:12]([F:15])[C:13]=1Cl.[NH:16]1[CH2:21][CH2:20][CH:19]([C:22]([O:24][C:25]([CH3:28])([CH3:27])[CH3:26])=[O:23])[CH2:18][CH2:17]1, predict the reaction product. The product is: [Br:7][C:8]1[CH:9]=[N:10][CH:11]=[C:12]([F:15])[C:13]=1[N:16]1[CH2:21][CH2:20][CH:19]([C:22]([O:24][C:25]([CH3:28])([CH3:27])[CH3:26])=[O:23])[CH2:18][CH2:17]1. (2) Given the reactants CCN(CC)CC.[Br:8][C:9]1[CH:20]=[N:19][C:12]2[NH:13][CH2:14][CH2:15][CH2:16][NH:17][CH2:18][C:11]=2[CH:10]=1.[CH3:21][C:22]([O:25][C:26](O[C:26]([O:25][C:22]([CH3:24])([CH3:23])[CH3:21])=[O:27])=[O:27])([CH3:24])[CH3:23], predict the reaction product. The product is: [Br:8][C:9]1[CH:20]=[N:19][C:12]2[NH:13][CH2:14][CH2:15][CH2:16][N:17]([C:26]([O:25][C:22]([CH3:24])([CH3:23])[CH3:21])=[O:27])[CH2:18][C:11]=2[CH:10]=1. (3) The product is: [S:26]1[CH:30]=[CH:29][CH:28]=[C:27]1[CH2:31][NH:32][C:2]1[C:11]2=[N:12][NH:13][CH:14]=[C:10]2[C:9]2[CH:8]=[C:7]([O:24][CH3:25])[CH:6]=[CH:5][C:4]=2[N:3]=1. Given the reactants Cl[C:2]1[C:11]2=[N:12][N:13](CC3C=CC(OC)=CC=3)[CH:14]=[C:10]2[C:9]2[CH:8]=[C:7]([O:24][CH3:25])[CH:6]=[CH:5][C:4]=2[N:3]=1.[S:26]1[CH:30]=[CH:29][CH:28]=[C:27]1[CH2:31][NH2:32].Cl, predict the reaction product.